Dataset: Full USPTO retrosynthesis dataset with 1.9M reactions from patents (1976-2016). Task: Predict the reactants needed to synthesize the given product. (1) Given the product [NH2:27][C:28]1[CH:42]=[CH:43][CH:38]=[CH:39][C:29]=1[NH:25][C:18]([NH:13][CH2:12][CH:9]1[CH2:10][CH2:11][N:6]([CH2:5][C:4]2[CH:14]=[CH:15][C:16]([Cl:17])=[C:2]([Cl:1])[CH:3]=2)[CH2:7][CH2:8]1)=[S:19], predict the reactants needed to synthesize it. The reactants are: [Cl:1][C:2]1[CH:3]=[C:4]([CH:14]=[CH:15][C:16]=1[Cl:17])[CH2:5][N:6]1[CH2:11][CH2:10][CH:9]([CH2:12][NH2:13])[CH2:8][CH2:7]1.[C:18]([N:25]1[CH:29]=[CH:28][N:27]=C1)(N1C=CN=C1)=[S:19].N1C=CN=C1.[N+]([C:38]1[C:39](N)=C(N)C=[CH:42][CH:43]=1)([O-])=O. (2) The reactants are: C([O:3][C:4](=[O:33])[CH2:5][CH2:6][C:7]1[C:12]([CH3:13])=[CH:11][C:10]([CH2:14][CH2:15][C:16]([C:18]2[S:19][C:20]([CH2:29][CH3:30])=[C:21]3[CH2:26][C:25]([CH3:28])([CH3:27])[CH2:24][CH2:23][C:22]=23)=[O:17])=[CH:9][C:8]=1[CH2:31][CH3:32])C.[OH-].[Na+]. Given the product [CH2:31]([C:8]1[CH:9]=[C:10]([CH2:14][CH2:15][C:16]([C:18]2[S:19][C:20]([CH2:29][CH3:30])=[C:21]3[CH2:26][C:25]([CH3:28])([CH3:27])[CH2:24][CH2:23][C:22]=23)=[O:17])[CH:11]=[C:12]([CH3:13])[C:7]=1[CH2:6][CH2:5][C:4]([OH:33])=[O:3])[CH3:32], predict the reactants needed to synthesize it. (3) Given the product [CH2:1]([N:3]([N:5]=[CH:6][N:7]1[CH2:8][CH2:9][NH:10][CH2:11][CH2:12]1)[NH2:4])[CH3:2], predict the reactants needed to synthesize it. The reactants are: [CH2:1]([N:3]([N:5]=[CH:6][N:7]1[CH2:12][CH2:11][N:10](C=O)[CH2:9][CH2:8]1)[NH2:4])[CH3:2]. (4) Given the product [Cl-:7].[OH:12][CH:9]([CH2:10][OH:11])[CH2:8][N+:4]1[CH:5]=[CH:6][N:2]([CH3:1])[CH:3]=1, predict the reactants needed to synthesize it. The reactants are: [CH3:1][N:2]1[CH:6]=[CH:5][N:4]=[CH:3]1.[Cl:7][CH2:8][CH:9]([OH:12])[CH2:10][OH:11].